This data is from Forward reaction prediction with 1.9M reactions from USPTO patents (1976-2016). The task is: Predict the product of the given reaction. (1) Given the reactants CC1C=CC(S(O[CH2:12][CH2:13][C:14]2[N:18]([C:19]3[N:24]=[CH:23][C:22]([F:25])=[CH:21][N:20]=3)[N:17]=[N:16][C:15]=2[C@H:26]([NH:28][C:29](=[O:41])[C:30]2[CH:35]=[CH:34][CH:33]=[C:32]([C:36]([F:39])([F:38])[F:37])[C:31]=2[Cl:40])[CH3:27])(=O)=O)=CC=1.[H-].[Na+], predict the reaction product. The product is: [Cl:40][C:31]1[C:32]([C:36]([F:39])([F:37])[F:38])=[CH:33][CH:34]=[CH:35][C:30]=1[C:29]([N:28]1[CH2:12][CH2:13][C:14]2[N:18]([C:19]3[N:20]=[CH:21][C:22]([F:25])=[CH:23][N:24]=3)[N:17]=[N:16][C:15]=2[C@H:26]1[CH3:27])=[O:41]. (2) Given the reactants [C-:1]1([C:6]2[CH:13]=[CH:12][C:9]([CH:10]=[O:11])=[CH:8][CH:7]=2)[CH:5]=[CH:4][CH:3]=[CH:2]1.[CH-:14]1[CH:18]=[CH:17][CH:16]=[CH:15]1.[Fe+2:19].[CH-:20]1[CH:24]=[CH:23][CH:22]=[CH:21]1.[CH-:20]1[CH:24]=[CH:23][CH:22]=[CH:21]1.[Fe+2].NC1C=CC(CO)=CC=1, predict the reaction product. The product is: [C-:1]1([C:6]2[CH:13]=[CH:12][C:9]([CH:10]=[O:11])=[CH:8][CH:7]=2)[CH:2]=[CH:3][CH:4]=[CH:5]1.[CH-:14]1[CH:18]=[CH:17][CH:16]=[CH:15]1.[Fe+2:19].[C-:1]1([C:6]2[CH:13]=[CH:12][C:9]([CH2:10][OH:11])=[CH:8][CH:7]=2)[CH:2]=[CH:3][CH:4]=[CH:5]1.[CH-:20]1[CH:24]=[CH:23][CH:22]=[CH:21]1.[Fe+2:19]. (3) Given the reactants [C:1]([O:7][C:8]([CH3:11])([CH3:10])[CH3:9])(=[O:6])[CH2:2][C:3]([CH3:5])=[O:4].C[Si]([N-][Si](C)(C)C)(C)C.[K+].[CH3:22][O:23][C:24](=[O:37])[CH2:25][C:26]1[CH:31]=[CH:30][C:29]([C:32](=[N:34]O)Cl)=[C:28]([Cl:36])[CH:27]=1, predict the reaction product. The product is: [C:8]([O:7][C:1]([C:2]1[C:32]([C:29]2[CH:30]=[CH:31][C:26]([CH2:25][C:24]([O:23][CH3:22])=[O:37])=[CH:27][C:28]=2[Cl:36])=[N:34][O:4][C:3]=1[CH3:5])=[O:6])([CH3:11])([CH3:10])[CH3:9]. (4) Given the reactants [H-].[Na+].[Cl:3][C:4]1[CH:12]=[C:11]2[C:7]([C:8](=[O:14])[C:9](=[O:13])[NH:10]2)=[CH:6][CH:5]=1.[CH3:15][O:16][C:17](=[O:24])[CH:18](Br)[CH2:19][CH:20]([CH3:22])[CH3:21], predict the reaction product. The product is: [CH3:15][O:16][C:17](=[O:24])[CH:18]([N:10]1[C:11]2[C:7](=[CH:6][CH:5]=[C:4]([Cl:3])[CH:12]=2)[C:8](=[O:14])[C:9]1=[O:13])[CH2:19][CH:20]([CH3:22])[CH3:21]. (5) Given the reactants [C-:1]#[N:2].[K+].[C:4]([C:8]1[CH:15]=[CH:14][C:11]([CH2:12]Br)=[CH:10][CH:9]=1)([CH3:7])([CH3:6])[CH3:5], predict the reaction product. The product is: [C:4]([C:8]1[CH:15]=[CH:14][C:11]([CH2:12][C:1]#[N:2])=[CH:10][CH:9]=1)([CH3:7])([CH3:6])[CH3:5]. (6) Given the reactants C1C=[N+]([C@@H]2O[C@H](C[O:13][P:14]([O:17]P(OC[C@H]3O[C@@H](N4C5N=CN=C(N)C=5N=C4)[C@H](O)[C@@H]3O)(O)=O)([O-:16])=[O:15])[C@@H](O)[C@H]2O)C=C(C(N)=O)C=1.[CH:45]1[N:46]=[C:47]([NH2:88])[C:48]2[N:53]=[CH:52][N:51]([C@@H:54]3[O:58][C@H:57]([CH2:59][O:60][P:61]([O:64][P:65]([O:68][CH2:69][C@H:70]4[O:74][C@@H:73]([N:75]5[CH:80]=[C:79]([C:81]([NH2:83])=[O:82])[CH2:78][CH:77]=[CH:76]5)[C@H:72]([OH:84])[C@@H:71]4[OH:85])([OH:67])=[O:66])([OH:63])=[O:62])[C@@H:56]([OH:86])[C@H:55]3[OH:87])[C:49]=2[N:50]=1.C([O-])=O.C([O-])=O.[Na+].OP([O-])(O)=O.[K+], predict the reaction product. The product is: [P:14]([O-:17])([O-:16])([O-:15])=[O:13].[CH:45]1[N:46]=[C:47]([NH2:88])[C:48]2[N:53]=[CH:52][N:51]([C@@H:54]3[O:58][C@H:57]([CH2:59][O:60][P:61]([O:64][P:65]([O:68][CH2:69][C@H:70]4[O:74][C@@H:73]([N:75]5[CH:80]=[C:79]([C:81]([NH2:83])=[O:82])[CH2:78][CH:77]=[CH:76]5)[C@H:72]([OH:84])[C@@H:71]4[OH:85])([OH:67])=[O:66])([OH:63])=[O:62])[C@@H:56]([OH:86])[C@H:55]3[OH:87])[C:49]=2[N:50]=1.